Dataset: CYP2C9 inhibition data for predicting drug metabolism from PubChem BioAssay. Task: Regression/Classification. Given a drug SMILES string, predict its absorption, distribution, metabolism, or excretion properties. Task type varies by dataset: regression for continuous measurements (e.g., permeability, clearance, half-life) or binary classification for categorical outcomes (e.g., BBB penetration, CYP inhibition). Dataset: cyp2c9_veith. (1) The compound is O=C(c1cc(C(F)(F)F)cc(C(F)(F)F)c1)N1CCC2(CC1)CN(c1ccncc1)C2. The result is 1 (inhibitor). (2) The compound is CCOc1ccc(/C(O)=C2/C(=O)C(=O)N(CC3CCCO3)C2c2ccc(C)o2)cc1. The result is 0 (non-inhibitor). (3) The compound is Clc1ccccc1/C=C\c1ccnc2ccccc12. The result is 1 (inhibitor). (4) The molecule is O=C(O)[C@H]1[C@@H]2C=C[C@H](O2)[C@@H]1C(=O)Nc1ncccn1. The result is 0 (non-inhibitor). (5) The drug is Clc1cccc(Nc2nnc(-c3ccccc3)c3ccccc23)c1. The result is 1 (inhibitor). (6) The drug is COc1ccc(OC)c2[nH]c(=O)c(CCNS(=O)(=O)c3ccc(Cl)cc3)cc12. The result is 1 (inhibitor). (7) The compound is COc1cc(OC)c2c(c1Cl)O[C@]1(C2=O)[C@@H](OC)CC(=O)C[C@H]1C. The result is 0 (non-inhibitor).